From a dataset of Full USPTO retrosynthesis dataset with 1.9M reactions from patents (1976-2016). Predict the reactants needed to synthesize the given product. (1) Given the product [C:1]1([C:7]2[S:11][N:10]=[C:9]([C:12]([OH:14])=[O:13])[CH:8]=2)[CH:2]=[CH:3][CH:4]=[CH:5][CH:6]=1, predict the reactants needed to synthesize it. The reactants are: [C:1]1([C:7]2[S:11][N:10]=[C:9]([C:12]([O-:14])=[O:13])[CH:8]=2)[CH:6]=[CH:5][CH:4]=[CH:3][CH:2]=1.C1(C2SN=CC=2C([O-])=O)C=CC=CC=1. (2) Given the product [Cl:1][C:2]1[N:6]2[CH:7]=[C:8]([CH:15]3[CH2:16][CH2:17][CH2:18][CH2:19]3)[CH:9]=[C:10]([C:11]([F:13])([F:12])[F:14])[C:5]2=[N:4][C:3]=1[C:20]([N:24]1[CH2:25][CH2:26][CH:27]([N:30]2[CH2:34][CH2:33][O:32][C:31]2=[O:35])[CH2:28][CH2:29]1)=[O:22], predict the reactants needed to synthesize it. The reactants are: [Cl:1][C:2]1[N:6]2[CH:7]=[C:8]([CH:15]3[CH2:19][CH2:18][CH2:17][CH2:16]3)[CH:9]=[C:10]([C:11]([F:14])([F:13])[F:12])[C:5]2=[N:4][C:3]=1[C:20]([OH:22])=O.Cl.[NH:24]1[CH2:29][CH2:28][CH:27]([N:30]2[CH2:34][CH2:33][O:32][C:31]2=[O:35])[CH2:26][CH2:25]1.C(N(C(C)C)C(C)C)C.F[P-](F)(F)(F)(F)F.CN(C(ON1C2=NC=CC=C2N=N1)=[N+](C)C)C. (3) Given the product [NH2:8][CH2:16][C@@H:17]1[O:21][C:20](=[O:22])[N:19]([C:23]2[CH:28]=[CH:27][C:26]([N:29]3[CH2:30][CH2:31][O:32][CH2:33][CH2:34]3)=[C:25]([F:35])[CH:24]=2)[CH2:18]1, predict the reactants needed to synthesize it. The reactants are: C([N:8]([CH2:16][C@@H:17]1[O:21][C:20](=[O:22])[N:19]([C:23]2[CH:28]=[CH:27][C:26]([N:29]3[CH2:34][CH2:33][O:32][CH2:31][CH2:30]3)=[C:25]([F:35])[CH:24]=2)[CH2:18]1)CC1C=CC=CC=1)C1C=CC=CC=1.CCOCC.N#N.C(O)=O. (4) Given the product [O:19]1[CH2:3][CH:2]1[CH2:1][N:4]1[CH2:8][C:7](=[O:9])[NH:6][C:5]1=[O:10], predict the reactants needed to synthesize it. The reactants are: [CH2:1]([N:4]1[CH2:8][C:7](=[O:9])[NH:6][C:5]1=[O:10])[CH:2]=[CH2:3].ClC1C=C(C(OO)=[O:19])C=CC=1.S(=O)(O)[O-].C([O-])([O-])=O.[Na+].[Na+]. (5) Given the product [Br:1][C:2]1[CH:3]=[C:4]([C:7]([NH:29][CH2:30]/[CH:31]=[CH:32]/[C:33]([O:35][CH2:36][CH3:37])=[O:34])=[O:12])[NH:5][CH:6]=1, predict the reactants needed to synthesize it. The reactants are: [Br:1][C:2]1[CH:3]=[C:4]([C:7](=[O:12])C(Cl)(Cl)Cl)[NH:5][CH:6]=1.CCN(C(C)C)C(C)C.FC(F)(F)C(O)=O.[NH2:29][CH2:30]/[CH:31]=[CH:32]/[C:33]([O:35][CH2:36][CH3:37])=[O:34].